This data is from Full USPTO retrosynthesis dataset with 1.9M reactions from patents (1976-2016). The task is: Predict the reactants needed to synthesize the given product. Given the product [Cl:13][C:14]1[C:19]([Cl:20])=[CH:18][CH:17]=[CH:16][C:15]=1[O:9][CH:6]1[CH2:7][CH2:8][N:2]([CH3:1])[CH2:3][C:4]2[CH:12]=[CH:11][O:10][C:5]1=2, predict the reactants needed to synthesize it. The reactants are: [CH3:1][N:2]1[CH2:8][CH2:7][CH:6]([OH:9])[C:5]2[O:10][CH:11]=[CH:12][C:4]=2[CH2:3]1.[Cl:13][C:14]1[C:19]([Cl:20])=[CH:18][CH:17]=[CH:16][C:15]=1F.